This data is from Choline transporter screen with 302,306 compounds. The task is: Binary Classification. Given a drug SMILES string, predict its activity (active/inactive) in a high-throughput screening assay against a specified biological target. The compound is S(CC(=O)Nc1c([N+]([O-])=O)cc(OC)cc1)c1n(C)cnn1. The result is 0 (inactive).